From a dataset of Full USPTO retrosynthesis dataset with 1.9M reactions from patents (1976-2016). Predict the reactants needed to synthesize the given product. (1) Given the product [C:49]([O:53][C:54]([CH2:56][O:57][CH2:58][C@H:59]([NH:70][C:5](=[O:7])[C:4]1[CH:8]=[CH:9][C:10]([C:11]([N:13]2[CH2:17][CH2:16][CH2:15][CH2:14]2)=[O:12])=[C:2]([CH3:1])[CH:3]=1)[C:60]1[NH:64][C:63]2[CH:65]=[CH:66][C:67]([Cl:69])=[CH:68][C:62]=2[N:61]=1)=[O:55])([CH3:52])([CH3:50])[CH3:51], predict the reactants needed to synthesize it. The reactants are: [CH3:1][C:2]1[CH:3]=[C:4]([CH:8]=[CH:9][C:10]=1[C:11]([N:13]1[CH2:17][CH2:16][CH2:15][CH2:14]1)=[O:12])[C:5]([OH:7])=O.CN(C(ON1N=NC2C=CC=CC1=2)=[N+](C)C)C.[B-](F)(F)(F)F.C(N(C(C)C)CC)(C)C.[C:49]([O:53][C:54]([CH2:56][O:57][CH2:58][C@H:59]([NH2:70])[C:60]1[NH:64][C:63]2[CH:65]=[CH:66][C:67]([Cl:69])=[CH:68][C:62]=2[N:61]=1)=[O:55])([CH3:52])([CH3:51])[CH3:50].ClCl. (2) Given the product [Cl:27][C:28]1[C:36]([F:37])=[CH:35][C:31]([C:32]([NH:22][S:19]([C:14]2[CH:15]=[CH:16][CH:17]=[CH:18][C:13]=2[S:23](=[O:25])(=[O:24])[NH2:26])(=[O:21])=[O:20])=[O:33])=[CH:30][N:29]=1, predict the reactants needed to synthesize it. The reactants are: Cl.CN(C)CCCN=C=NCC.[C:13]1([S:23]([NH2:26])(=[O:25])=[O:24])[C:14]([S:19]([NH2:22])(=[O:21])=[O:20])=[CH:15][CH:16]=[CH:17][CH:18]=1.[Cl:27][C:28]1[C:36]([F:37])=[CH:35][C:31]([C:32](O)=[O:33])=[CH:30][N:29]=1.O.